Dataset: Blood-brain barrier permeability classification from the B3DB database. Task: Regression/Classification. Given a drug SMILES string, predict its absorption, distribution, metabolism, or excretion properties. Task type varies by dataset: regression for continuous measurements (e.g., permeability, clearance, half-life) or binary classification for categorical outcomes (e.g., BBB penetration, CYP inhibition). Dataset: b3db_classification. (1) The drug is CN1CCN(C2=Cc3cc(Cl)ccc3/C(=C/C#N)c3ccccc32)CC1. The result is 1 (penetrates BBB). (2) The result is 1 (penetrates BBB). The compound is CC(N)Cc1ccccc1. (3) The drug is CC1(C)O[C@@H]2CC3C4C[C@H](F)C5=CC(=O)C=CC5(C)[C@@]4(Cl)C(Cl)CC3(C)[C@]2(C(=O)CO)O1. The result is 1 (penetrates BBB). (4) The compound is CC(=O)Nc1cccc(O)c1. The result is 1 (penetrates BBB). (5) The molecule is Nc1ccc(-c2nc3ccc(O)cc3s2)cc1I. The result is 1 (penetrates BBB). (6) The compound is NCCCNCCSP(=O)(O)O. The result is 0 (does not penetrate BBB). (7) The compound is C[C@@]12C[C@H](N)[C@@H]1CN(c1nc3c(cc1F)c(=O)c(C(=O)O)cn3C1CC1)C2. The result is 0 (does not penetrate BBB). (8) The compound is CN(C)C1=NC(=O)[C@H](c2ccccc2)O1. The result is 1 (penetrates BBB). (9) The compound is Oc1ccc2c(c1)C13CCCCC1C(C2)N(CCc1ccccc1)CC3. The result is 1 (penetrates BBB). (10) The molecule is COC(=O)C1=C(C)NC(C)=C(C(=O)OC(C)(C)CN(C)CCC(c2ccccc2)c2ccccc2)C1c1cccc([N+](=O)[O-])c1. The result is 0 (does not penetrate BBB).